Dataset: CYP2C9 inhibition data for predicting drug metabolism from PubChem BioAssay. Task: Regression/Classification. Given a drug SMILES string, predict its absorption, distribution, metabolism, or excretion properties. Task type varies by dataset: regression for continuous measurements (e.g., permeability, clearance, half-life) or binary classification for categorical outcomes (e.g., BBB penetration, CYP inhibition). Dataset: cyp2c9_veith. (1) The compound is c1ccc2c(c1)CCC[C@H]2C1=NCCN1. The result is 0 (non-inhibitor). (2) The result is 1 (inhibitor). The molecule is CCc1ccc(NC(=O)CS(=O)CC(=O)NCCCc2ccccc2)cc1. (3) The molecule is N[C@@H](CSc1nc2ccccn2c1[N+](=O)[O-])C(=O)O. The result is 0 (non-inhibitor). (4) The molecule is COc1cc(/C=N/NC(=O)c2cccs2)ccc1OCc1ccccc1. The result is 1 (inhibitor).